Dataset: Reaction yield outcomes from USPTO patents with 853,638 reactions. Task: Predict the reaction yield, written as a fraction of the theoretical maximum amount of product (1.0 means a 100% yield; for example, 0.34 means a 34% yield). (1) The reactants are Cl[CH2:2][C:3]([C:14]1[CH:19]=[CH:18][C:17]([F:20])=[CH:16][C:15]=1[F:21])([OH:13])[CH:4]([O:6]C(=O)C(C)(C)C)[CH3:5].C[O-].[Na+].O.C(OCC)(=O)C. The catalyst is CO. The product is [O:13]1[C:3]([C:14]2[CH:19]=[CH:18][C:17]([F:20])=[CH:16][C:15]=2[F:21])([CH:4]([OH:6])[CH3:5])[CH2:2]1. The yield is 0.400. (2) The reactants are [NH2:1][C:2](=[N:4][C:5]1[S:6][CH:7]=[C:8]([C:10]([O:12][CH2:13][CH3:14])=[O:11])[N:9]=1)[NH2:3].[F:15][C:16]([F:24])([F:23])[C:17](=O)[CH2:18][C:19](=O)[CH3:20]. The catalyst is CCO. The product is [CH3:20][C:19]1[CH:18]=[C:17]([C:16]([F:24])([F:23])[F:15])[N:3]=[C:2]([NH:4][C:5]2[S:6][CH:7]=[C:8]([C:10]([O:12][CH2:13][CH3:14])=[O:11])[N:9]=2)[N:1]=1. The yield is 0.710. (3) The reactants are [CH2:1]([S:16][CH:17]([CH2:23][CH3:24])[C:18]([O:20]CC)=[O:19])[CH2:2]/[CH:3]=[CH:4]\[CH2:5]/[CH:6]=[CH:7]\[CH2:8]/[CH:9]=[CH:10]\[CH2:11]/[CH:12]=[CH:13]\[CH2:14][CH3:15].[Li+].[OH-].Cl. The catalyst is C(O)C.O. The product is [CH2:1]([S:16][CH:17]([CH2:23][CH3:24])[C:18]([OH:20])=[O:19])[CH2:2]/[CH:3]=[CH:4]\[CH2:5]/[CH:6]=[CH:7]\[CH2:8]/[CH:9]=[CH:10]\[CH2:11]/[CH:12]=[CH:13]\[CH2:14][CH3:15]. The yield is 0.910.